Dataset: Full USPTO retrosynthesis dataset with 1.9M reactions from patents (1976-2016). Task: Predict the reactants needed to synthesize the given product. (1) Given the product [I:32][C:11]1[N:10]([S:7]([C:1]2[CH:2]=[CH:3][CH:4]=[CH:5][CH:6]=2)(=[O:9])=[O:8])[C:14]2=[N:15][CH:16]=[C:17]([NH:19][C:20](=[O:26])[O:21][C:22]([CH3:23])([CH3:25])[CH3:24])[CH:18]=[C:13]2[CH:12]=1, predict the reactants needed to synthesize it. The reactants are: [C:1]1([S:7]([N:10]2[C:14]3=[N:15][CH:16]=[C:17]([NH:19][C:20](=[O:26])[O:21][C:22]([CH3:25])([CH3:24])[CH3:23])[CH:18]=[C:13]3[CH:12]=[CH:11]2)(=[O:9])=[O:8])[CH:6]=[CH:5][CH:4]=[CH:3][CH:2]=1.C([Li])(C)(C)C.[I:32]I. (2) Given the product [C:7]1([S:13][CH2:15][C:16](=[O:18])[CH3:17])[CH:12]=[CH:11][CH:10]=[CH:9][CH:8]=1, predict the reactants needed to synthesize it. The reactants are: C([O-])([O-])=O.[K+].[K+].[C:7]1([SH:13])[CH:12]=[CH:11][CH:10]=[CH:9][CH:8]=1.Cl[CH2:15][C:16](=[O:18])[CH3:17]. (3) Given the product [O:1]1[CH2:5][CH2:4][O:3][CH:2]1[C:6]1[N:7]([CH2:12][C:13]2[CH:18]=[CH:17][C:16]([F:19])=[CH:15][CH:14]=2)[C:8](/[CH:20]=[CH:21]\[CH3:22])=[CH:9][N:10]=1, predict the reactants needed to synthesize it. The reactants are: [O:1]1[CH2:5][CH2:4][O:3][CH:2]1[C:6]1[N:7]([CH2:12][C:13]2[CH:18]=[CH:17][C:16]([F:19])=[CH:15][CH:14]=2)[C:8](I)=[CH:9][N:10]=1.[CH2:20]([Sn](CCCC)(CCCC)/C=C\C)[CH2:21][CH2:22]C. (4) Given the product [Br:1][C:2]1[CH:10]=[CH:9][C:8]2[C:4](=[CH:5][N:6]([CH2:23][CH:21]3[CH2:22][N:19]([C:17]([O:16][C:12]([CH3:13])([CH3:15])[CH3:14])=[O:18])[CH2:20]3)[N:7]=2)[C:3]=1[CH3:11], predict the reactants needed to synthesize it. The reactants are: [Br:1][C:2]1[C:3]([CH3:11])=[C:4]2[C:8](=[CH:9][CH:10]=1)[NH:7][N:6]=[CH:5]2.[C:12]([O:16][C:17]([N:19]1[CH2:22][CH:21]([CH2:23]OS(C2C=CC(C)=CC=2)(=O)=O)[CH2:20]1)=[O:18])([CH3:15])([CH3:14])[CH3:13].C[Si]([N-][Si](C)(C)C)(C)C.[Na+].C(OCC)(=O)C. (5) Given the product [C:6]([CH:4]([CH:2]([C:1]([O-:10])=[O:9])[OH:3])[OH:5])([OH:8])=[O:7].[Na+:15], predict the reactants needed to synthesize it. The reactants are: [C:1]([OH:10])(=[O:9])[CH:2]([CH:4]([C:6]([OH:8])=[O:7])[OH:5])[OH:3].C([O-])(=O)C.[Na+:15]. (6) Given the product [CH2:23]([O:22][C:20]([O:12][C:8]1[CH:9]=[C:10]([CH3:11])[C:5]2[CH:4]([CH2:13][C:14]([OH:16])=[O:15])[O:3][B:2]([OH:1])[C:6]=2[CH:7]=1)=[O:21])[CH3:24], predict the reactants needed to synthesize it. The reactants are: [OH:1][B:2]1[C:6]2[CH:7]=[C:8]([OH:12])[CH:9]=[C:10]([CH3:11])[C:5]=2[CH:4]([CH2:13][C:14]([OH:16])=[O:15])[O:3]1.[OH-].[Na+].Cl[C:20]([O:22][CH2:23][CH3:24])=[O:21].Cl.